This data is from Full USPTO retrosynthesis dataset with 1.9M reactions from patents (1976-2016). The task is: Predict the reactants needed to synthesize the given product. (1) Given the product [NH:4]1[CH:5]=[CH:6][C:2]([NH:1][C:7](=[O:9])[CH3:8])=[N:3]1, predict the reactants needed to synthesize it. The reactants are: [NH2:1][C:2]1[CH:6]=[CH:5][NH:4][N:3]=1.[C:7](OC(=O)C)(=[O:9])[CH3:8]. (2) The reactants are: C([O:3][C:4](=[O:41])[CH2:5][N:6]([S:33]([N:36]1[CH2:40][CH2:39][CH2:38][CH2:37]1)(=[O:35])=[O:34])[CH2:7][C:8]1[CH:13]=[CH:12][CH:11]=[C:10]([O:14][CH2:15][CH2:16][C:17]2[N:18]=[C:19]([C:23]3[CH:28]=[CH:27][C:26]([C:29]([F:32])([F:31])[F:30])=[CH:25][CH:24]=3)[O:20][C:21]=2[CH3:22])[CH:9]=1)C.O.[OH-].[Li+]. Given the product [N:36]1([S:33]([N:6]([CH2:5][C:4]([OH:41])=[O:3])[CH2:7][C:8]2[CH:13]=[CH:12][CH:11]=[C:10]([O:14][CH2:15][CH2:16][C:17]3[N:18]=[C:19]([C:23]4[CH:24]=[CH:25][C:26]([C:29]([F:31])([F:30])[F:32])=[CH:27][CH:28]=4)[O:20][C:21]=3[CH3:22])[CH:9]=2)(=[O:34])=[O:35])[CH2:40][CH2:39][CH2:38][CH2:37]1, predict the reactants needed to synthesize it. (3) Given the product [CH3:12][C:8]1[CH:7]=[CH:6][C:5]2[C:10](=[CH:11][C:2]([NH:1][C:23](=[O:24])[C:22]3[CH:26]=[CH:27][C:19]([C:14]4[CH:15]=[CH:16][CH:17]=[CH:18][N:13]=4)=[CH:20][CH:21]=3)=[CH:3][CH:4]=2)[N:9]=1, predict the reactants needed to synthesize it. The reactants are: [NH2:1][C:2]1[CH:11]=[C:10]2[C:5]([CH:6]=[CH:7][C:8]([CH3:12])=[N:9]2)=[CH:4][CH:3]=1.[N:13]1[CH:18]=[CH:17][CH:16]=[CH:15][C:14]=1[C:19]1[CH:27]=[CH:26][C:22]([C:23](O)=[O:24])=[CH:21][CH:20]=1. (4) Given the product [ClH:1].[CH3:20][C:18]1[O:17][N:16]=[C:15]([N:12]2[CH2:13][CH2:14][NH:9][CH2:10][CH2:11]2)[N:19]=1, predict the reactants needed to synthesize it. The reactants are: [ClH:1].C(OC([N:9]1[CH2:14][CH2:13][N:12]([C:15]2[N:19]=[C:18]([CH3:20])[O:17][N:16]=2)[CH2:11][CH2:10]1)=O)(C)(C)C. (5) Given the product [F:16][C:10]1([CH2:9][O:8][C:7]2[N:6]=[CH:5][C:4]([S:17]([NH2:20])(=[O:18])=[O:19])=[CH:3][CH:2]=2)[CH2:11][CH2:12][O:13][CH2:14][CH2:15]1, predict the reactants needed to synthesize it. The reactants are: Br[C:2]1[CH:3]=[C:4]([S:17]([NH2:20])(=[O:19])=[O:18])[CH:5]=[N:6][C:7]=1[O:8][CH2:9][C:10]1([F:16])[CH2:15][CH2:14][O:13][CH2:12][CH2:11]1.C1CCCCC=1. (6) Given the product [N:1]1([CH2:6][CH2:7][O:8][C:9]2[CH:14]=[CH:13][C:12]([N:15]([CH2:16][C:17]3[CH:22]=[CH:21][CH:20]=[C:19]([O:23][CH:24]4[CH2:29][CH2:28][CH2:27][CH2:26][O:25]4)[CH:18]=3)[C:43]([CH:37]3[CH2:42][CH2:41][CH2:40][CH2:39][CH2:38]3)=[O:44])=[CH:11][CH:10]=2)[CH2:2][CH2:3][CH2:4][CH2:5]1, predict the reactants needed to synthesize it. The reactants are: [N:1]1([CH2:6][CH2:7][O:8][C:9]2[CH:14]=[CH:13][C:12]([NH:15][CH2:16][C:17]3[CH:22]=[CH:21][CH:20]=[C:19]([O:23][CH:24]4[CH2:29][CH2:28][CH2:27][CH2:26][O:25]4)[CH:18]=3)=[CH:11][CH:10]=2)[CH2:5][CH2:4][CH2:3][CH2:2]1.C(N(CC)CC)C.[CH:37]1([C:43](Cl)=[O:44])[CH2:42][CH2:41][CH2:40][CH2:39][CH2:38]1.C(=O)(O)[O-].[Na+].